This data is from Full USPTO retrosynthesis dataset with 1.9M reactions from patents (1976-2016). The task is: Predict the reactants needed to synthesize the given product. (1) Given the product [CH2:4]([O:8][CH2:9][C@@H:10]([C:37]([OH:39])=[O:38])[NH:11][C:12]([C:14]1[C:23]([NH:24][C:25]([NH:27][C:28]2[C:29]([CH3:36])=[CH:30][C:31]([CH3:35])=[CH:32][C:33]=2[CH3:34])=[O:26])=[CH:22][C:21]2[C:16](=[CH:17][CH:18]=[CH:19][CH:20]=2)[CH:15]=1)=[O:13])[CH2:5][CH2:6][CH3:7], predict the reactants needed to synthesize it. The reactants are: O.[OH-].[Li+].[CH2:4]([O:8][CH2:9][C@@H:10]([C:37]([O:39]C)=[O:38])[NH:11][C:12]([C:14]1[C:23]([NH:24][C:25]([NH:27][C:28]2[C:33]([CH3:34])=[CH:32][C:31]([CH3:35])=[CH:30][C:29]=2[CH3:36])=[O:26])=[CH:22][C:21]2[C:16](=[CH:17][CH:18]=[CH:19][CH:20]=2)[CH:15]=1)=[O:13])[CH2:5][CH2:6][CH3:7].O.Cl. (2) Given the product [CH2:17]([N:25]1[C:8](=[O:16])[C:9]2[C:10](=[CH:12][CH:13]=[CH:14][CH:15]=2)[N:11]=[C:6]1[C:2]1[S:1][CH:5]=[CH:4][CH:3]=1)[CH2:18][C:19]1[CH:24]=[CH:23][CH:22]=[CH:21][CH:20]=1, predict the reactants needed to synthesize it. The reactants are: [S:1]1[CH:5]=[CH:4][CH:3]=[C:2]1[C:6]1O[C:8](=[O:16])[C:9]2[CH:15]=[CH:14][CH:13]=[CH:12][C:10]=2[N:11]=1.[CH2:17]([NH2:25])[CH2:18][C:19]1[CH:24]=[CH:23][CH:22]=[CH:21][CH:20]=1. (3) The reactants are: [Cl:1][C:2]1[CH:7]=[CH:6][C:5]([N:8]2[CH2:12][CH2:11][CH2:10][C@@:9]2([CH3:16])[C:13]([OH:15])=O)=[CH:4][CH:3]=1.C(N(CC)CC)C.O1CCCC1.[NH2:29][C:30]1[CH:34]=[C:33]([C:35]([CH3:38])([CH3:37])[CH3:36])[O:32][N:31]=1. Given the product [C:35]([C:33]1[O:32][N:31]=[C:30]([NH:29][C:13]([C@:9]2([CH3:16])[CH2:10][CH2:11][CH2:12][N:8]2[C:5]2[CH:4]=[CH:3][C:2]([Cl:1])=[CH:7][CH:6]=2)=[O:15])[CH:34]=1)([CH3:38])([CH3:37])[CH3:36], predict the reactants needed to synthesize it. (4) The reactants are: Br[C:2]1[C:3](=[O:11])[N:4]([CH3:10])[C:5](=[O:9])[N:6]([CH3:8])[N:7]=1.[Cl:12][C:13]1[CH:25]=[CH:24][C:23]([F:26])=[CH:22][C:14]=1[O:15][CH:16]1[CH2:21][CH2:20][NH:19][CH2:18][CH2:17]1. Given the product [Cl:12][C:13]1[CH:25]=[CH:24][C:23]([F:26])=[CH:22][C:14]=1[O:15][CH:16]1[CH2:17][CH2:18][N:19]([C:2]2[C:3](=[O:11])[N:4]([CH3:10])[C:5](=[O:9])[N:6]([CH3:8])[N:7]=2)[CH2:20][CH2:21]1.[CH2:14]([OH:15])[CH2:13][CH2:25][CH3:24], predict the reactants needed to synthesize it. (5) Given the product [CH3:46][O:47][C:48]1[CH:58]=[CH:57][CH:56]=[CH:55][C:49]=1[CH2:50][CH2:51][NH:52][C:53]([NH:7][C@@H:6]([C:8]([NH:10][C@H:11]([C:27]([N:29]1[CH2:34][CH2:33][N:32]([C:35]2[CH:40]=[CH:39][N:38]=[CH:37][CH:36]=2)[CH2:31][CH2:30]1)=[O:28])[CH2:12][CH2:13][CH2:14][CH2:15][NH:16][C:17]([O:19][CH2:20][C:21]1[CH:26]=[CH:25][CH:24]=[CH:23][CH:22]=1)=[O:18])=[O:9])[CH2:5][C:4]1[CH:3]=[C:2]([Br:1])[C:43]([OH:44])=[C:42]([Br:45])[CH:41]=1)=[O:54], predict the reactants needed to synthesize it. The reactants are: [Br:1][C:2]1[CH:3]=[C:4]([CH:41]=[C:42]([Br:45])[C:43]=1[OH:44])[CH2:5][C@H:6]([C:8]([NH:10][C@H:11]([C:27]([N:29]1[CH2:34][CH2:33][N:32]([C:35]2[CH:40]=[CH:39][N:38]=[CH:37][CH:36]=2)[CH2:31][CH2:30]1)=[O:28])[CH2:12][CH2:13][CH2:14][CH2:15][NH:16][C:17]([O:19][CH2:20][C:21]1[CH:26]=[CH:25][CH:24]=[CH:23][CH:22]=1)=[O:18])=[O:9])[NH2:7].[CH3:46][O:47][C:48]1[CH:58]=[CH:57][CH:56]=[CH:55][C:49]=1[CH2:50][CH2:51][N:52]=[C:53]=[O:54].[K+].[Br-].BrBr. (6) Given the product [C:1]1([C:7]2[S:11][CH:10]=[C:9]([CH:12]([C:18]3[CH:19]=[C:20]([O:24][CH3:25])[C:21]([O:22][CH3:23])=[C:16]([O:15][CH3:14])[CH:17]=3)[OH:13])[CH:8]=2)[CH:6]=[CH:5][CH:4]=[CH:3][CH:2]=1, predict the reactants needed to synthesize it. The reactants are: [C:1]1([C:7]2[S:11][CH:10]=[C:9]([CH:12]=[O:13])[CH:8]=2)[CH:6]=[CH:5][CH:4]=[CH:3][CH:2]=1.[CH3:14][O:15][C:16]1[CH:17]=[C:18]([Mg]Br)[CH:19]=[C:20]([O:24][CH3:25])[C:21]=1[O:22][CH3:23].